Regression. Given two drug SMILES strings and cell line genomic features, predict the synergy score measuring deviation from expected non-interaction effect. From a dataset of NCI-60 drug combinations with 297,098 pairs across 59 cell lines. (1) Drug 1: CC1CCC2CC(C(=CC=CC=CC(CC(C(=O)C(C(C(=CC(C(=O)CC(OC(=O)C3CCCCN3C(=O)C(=O)C1(O2)O)C(C)CC4CCC(C(C4)OC)O)C)C)O)OC)C)C)C)OC. Drug 2: C1CNP(=O)(OC1)N(CCCl)CCCl. Cell line: HT29. Synergy scores: CSS=16.5, Synergy_ZIP=-0.530, Synergy_Bliss=4.00, Synergy_Loewe=-15.5, Synergy_HSA=2.56. (2) Drug 1: CC(CN1CC(=O)NC(=O)C1)N2CC(=O)NC(=O)C2. Drug 2: CC(C)NC(=O)C1=CC=C(C=C1)CNNC.Cl. Cell line: OVCAR3. Synergy scores: CSS=15.1, Synergy_ZIP=-4.67, Synergy_Bliss=-0.980, Synergy_Loewe=-3.31, Synergy_HSA=-2.27. (3) Drug 1: CC1=C2C(C(=O)C3(C(CC4C(C3C(C(C2(C)C)(CC1OC(=O)C(C(C5=CC=CC=C5)NC(=O)OC(C)(C)C)O)O)OC(=O)C6=CC=CC=C6)(CO4)OC(=O)C)O)C)O. Drug 2: CC1C(C(CC(O1)OC2CC(CC3=C2C(=C4C(=C3O)C(=O)C5=C(C4=O)C(=CC=C5)OC)O)(C(=O)CO)O)N)O.Cl. Cell line: NCI-H322M. Synergy scores: CSS=17.8, Synergy_ZIP=-4.68, Synergy_Bliss=-1.24, Synergy_Loewe=-1.71, Synergy_HSA=-0.311. (4) Drug 1: C1=NNC2=C1C(=O)NC=N2. Drug 2: N.N.Cl[Pt+2]Cl. Cell line: SR. Synergy scores: CSS=47.4, Synergy_ZIP=-2.27, Synergy_Bliss=-3.66, Synergy_Loewe=-14.1, Synergy_HSA=-0.494. (5) Drug 1: CN(C)C1=NC(=NC(=N1)N(C)C)N(C)C. Drug 2: CC1=CC=C(C=C1)C2=CC(=NN2C3=CC=C(C=C3)S(=O)(=O)N)C(F)(F)F. Cell line: SN12C. Synergy scores: CSS=-3.81, Synergy_ZIP=0.0808, Synergy_Bliss=-1.53, Synergy_Loewe=-3.36, Synergy_HSA=-2.57. (6) Drug 1: C1=C(C(=O)NC(=O)N1)F. Drug 2: CCC1=C2CN3C(=CC4=C(C3=O)COC(=O)C4(CC)O)C2=NC5=C1C=C(C=C5)O. Cell line: M14. Synergy scores: CSS=45.1, Synergy_ZIP=-6.72, Synergy_Bliss=-5.07, Synergy_Loewe=-4.16, Synergy_HSA=-2.19.